This data is from Full USPTO retrosynthesis dataset with 1.9M reactions from patents (1976-2016). The task is: Predict the reactants needed to synthesize the given product. (1) The reactants are: [F:1][C:2]1[CH:23]=[CH:22][CH:21]=[C:20]([F:24])[C:3]=1[CH2:4][O:5][C:6]1[C:7]2[N:8]([C:13]([C:17](O)=[O:18])=[C:14]([CH3:16])[N:15]=2)[CH:9]=[C:10]([CH3:12])[CH:11]=1.F[B-](F)(F)F.N1(O[C+](N(C)C)N(C)C)C2C=CC=CC=2N=N1.CN1CCOCC1.Cl.[NH2:55][CH2:56][C@@H:57]([C:66]([O:68][CH3:69])=[O:67])[NH:58][C:59]([O:61][C:62]([CH3:65])([CH3:64])[CH3:63])=[O:60]. Given the product [C:62]([O:61][C:59]([NH:58][C@H:57]([C:66]([O:68][CH3:69])=[O:67])[CH2:56][NH:55][C:17]([C:13]1[N:8]2[CH:9]=[C:10]([CH3:12])[CH:11]=[C:6]([O:5][CH2:4][C:3]3[C:20]([F:24])=[CH:21][CH:22]=[CH:23][C:2]=3[F:1])[C:7]2=[N:15][C:14]=1[CH3:16])=[O:18])=[O:60])([CH3:65])([CH3:64])[CH3:63], predict the reactants needed to synthesize it. (2) The reactants are: [CH3:1][NH:2][CH2:3][C:4]1[CH:9]=[CH:8][C:7]([C:10]([N:12]2[CH2:18][C:17]3([CH3:20])[CH2:19][CH:13]2[CH2:14][C:15]([CH3:22])([CH3:21])[CH2:16]3)=[O:11])=[CH:6][CH:5]=1.[CH3:23][O:24][C:25]1[CH:26]=[C:27]([CH:31]=[C:32]([O:34][CH3:35])[CH:33]=1)[C:28](Cl)=[O:29]. Given the product [CH3:23][O:24][C:25]1[CH:26]=[C:27]([CH:31]=[C:32]([O:34][CH3:35])[CH:33]=1)[C:28]([N:2]([CH3:1])[CH2:3][C:4]1[CH:5]=[CH:6][C:7]([C:10]([N:12]2[CH2:18][C:17]3([CH3:20])[CH2:19][CH:13]2[CH2:14][C:15]([CH3:22])([CH3:21])[CH2:16]3)=[O:11])=[CH:8][CH:9]=1)=[O:29], predict the reactants needed to synthesize it. (3) Given the product [C:37]([C:39]1([C:42]([N:6]2[CH2:5][C:4]([N:8]3[CH:12]=[C:11]([C:13]4[CH:18]=[N:17][N:16]5[C:19]([C:22]6[CH:23]=[C:24]([NH:28][C:29]([NH:31][CH2:32][C:33]([F:35])([F:36])[F:34])=[O:30])[CH:25]=[CH:26][CH:27]=6)=[CH:20][N:21]=[C:15]5[CH:14]=4)[CH:10]=[N:9]3)([CH2:3][C:1]#[N:2])[CH2:7]2)=[O:43])[CH2:41][CH2:40]1)#[N:38], predict the reactants needed to synthesize it. The reactants are: [C:1]([CH2:3][C:4]1([N:8]2[CH:12]=[C:11]([C:13]3[CH:18]=[N:17][N:16]4[C:19]([C:22]5[CH:23]=[C:24]([NH:28][C:29]([NH:31][CH2:32][C:33]([F:36])([F:35])[F:34])=[O:30])[CH:25]=[CH:26][CH:27]=5)=[CH:20][N:21]=[C:15]4[CH:14]=3)[CH:10]=[N:9]2)[CH2:7][NH:6][CH2:5]1)#[N:2].[C:37]([C:39]1([C:42](O)=[O:43])[CH2:41][CH2:40]1)#[N:38]. (4) Given the product [CH2:1]([O:3][C:4]1[CH:9]=[CH:8][C:7]([CH2:10][CH3:11])=[C:6]([OH:13])[CH:5]=1)[CH3:2], predict the reactants needed to synthesize it. The reactants are: [CH2:1]([O:3][C:4]1[CH:9]=[CH:8][C:7]([C:10](=O)[CH3:11])=[C:6]([OH:13])[CH:5]=1)[CH3:2]. (5) The reactants are: [CH3:1][C:2]([CH3:23])([CH3:22])[CH2:3][N:4]1[C:8]2[CH:9]=[CH:10][C:11]([C:13]3[CH:18]=[CH:17][CH:16]=[C:15]([OH:19])[CH:14]=3)=[CH:12][C:7]=2[N:6]([CH3:20])[C:5]1=[O:21].C1(P(C2C=CC=CC=2)C2C=CC=CC=2)C=CC=CC=1.[F:43][C:44]1[CH:51]=[CH:50][CH:49]=[CH:48][C:45]=1[CH2:46]O.N(C(OC(C)(C)C)=O)=NC(OC(C)(C)C)=O. Given the product [CH3:1][C:2]([CH3:23])([CH3:22])[CH2:3][N:4]1[C:8]2[CH:9]=[CH:10][C:11]([C:13]3[CH:18]=[CH:17][CH:16]=[C:15]([O:19][CH2:46][C:45]4[CH:48]=[CH:49][CH:50]=[CH:51][C:44]=4[F:43])[CH:14]=3)=[CH:12][C:7]=2[N:6]([CH3:20])[C:5]1=[O:21], predict the reactants needed to synthesize it. (6) Given the product [F:10][C:11]1[C:16]([O:17][CH3:18])=[C:15]([O:19][CH3:20])[CH:14]=[CH:13][C:12]=1[C:21]1([CH:24]=[O:30])[CH2:23][CH2:22]1, predict the reactants needed to synthesize it. The reactants are: CC(C[AlH]CC(C)C)C.[F:10][C:11]1[C:16]([O:17][CH3:18])=[C:15]([O:19][CH3:20])[CH:14]=[CH:13][C:12]=1[C:21]1([C:24]#N)[CH2:23][CH2:22]1.Cl.C1C[O:30]CC1. (7) Given the product [C:18]([O:17][C:16]([NH:15][C:13]1[N:14]=[C:9]([CH2:8][CH2:7][N:6]([C:5]2[CH:30]=[CH:31][C:2]([NH:1][C:46]([C:41]3[CH:42]=[CH:43][CH:44]=[CH:45][C:40]=3[C:37]3[CH:38]=[CH:39][C:34]([C:33]([F:32])([F:49])[F:50])=[CH:35][CH:36]=3)=[O:47])=[CH:3][CH:4]=2)[C:23](=[O:24])[O:25][C:26]([CH3:29])([CH3:28])[CH3:27])[CH:10]=[CH:11][CH:12]=1)=[O:22])([CH3:21])([CH3:20])[CH3:19], predict the reactants needed to synthesize it. The reactants are: [NH2:1][C:2]1[CH:31]=[CH:30][C:5]([N:6]([C:23]([O:25][C:26]([CH3:29])([CH3:28])[CH3:27])=[O:24])[CH2:7][CH2:8][C:9]2[N:14]=[C:13]([NH:15][C:16](=[O:22])[O:17][C:18]([CH3:21])([CH3:20])[CH3:19])[CH:12]=[CH:11][CH:10]=2)=[CH:4][CH:3]=1.[F:32][C:33]([F:50])([F:49])[C:34]1[CH:39]=[CH:38][C:37]([C:40]2[C:41]([C:46](O)=[O:47])=[CH:42][CH:43]=[CH:44][CH:45]=2)=[CH:36][CH:35]=1.C1C=CC2N(O)N=NC=2C=1.CCN=C=NCCCN(C)C.Cl.